This data is from Forward reaction prediction with 1.9M reactions from USPTO patents (1976-2016). The task is: Predict the product of the given reaction. (1) The product is: [NH2:8][CH2:9][CH2:10][N:11]=[N+:12]=[N-:13].[ClH:81].[N:14]([N:29]([CH2:37][C:38]([NH:76][CH2:61][CH2:60][N:65]=[N+:66]=[N-:58])=[O:40])[C:30]([O:32][C:33]([CH3:36])([CH3:35])[CH3:34])=[O:31])([C:22]([O:24][C:25]([CH3:28])([CH3:27])[CH3:26])=[O:23])[C:15]([O:17][C:18]([CH3:21])([CH3:20])[CH3:19])=[O:16]. Given the reactants C([NH:8][CH2:9][CH2:10][N:11]=[N+:12]=[N-:13])(OC(C)(C)C)=O.[N:14]([N:29]([CH2:37][C:38]([OH:40])=O)[C:30]([O:32][C:33]([CH3:36])([CH3:35])[CH3:34])=[O:31])([C:22]([O:24][C:25]([CH3:28])([CH3:27])[CH3:26])=[O:23])[C:15]([O:17][C:18]([CH3:21])([CH3:20])[CH3:19])=[O:16].C1CN([P+](O[N:58]2[N:66]=[N:65][C:60]3[CH:61]=CC=CC2=3)(N2CCCC2)N2CCCC2)CC1.F[P-](F)(F)(F)(F)F.CC[N:76](CC)CC.[ClH:81], predict the reaction product. (2) Given the reactants [S:1]1[CH:5]=[CH:4][C:3]2[C:6](=[O:10])[CH2:7][CH2:8][CH2:9][C:2]1=2.[CH:11]([Mg]Cl)=[CH2:12].[Cl-].[NH4+], predict the reaction product. The product is: [CH:11]([C:6]1([OH:10])[C:3]2[CH:4]=[CH:5][S:1][C:2]=2[CH2:9][CH2:8][CH2:7]1)=[CH2:12]. (3) Given the reactants [CH2:1]([O:8][C:9]1[CH:10]=[C:11]2[C:16](=[CH:17][CH:18]=1)[C:15](=[O:19])[N:14]([CH2:20][CH:21]([CH3:23])[CH3:22])[C:13]([C:24]([O:26][CH3:27])=[O:25])=[C:12]2OS(C(F)(F)F)(=O)=O)[C:2]1[CH:7]=[CH:6][CH:5]=[CH:4][CH:3]=1.[F:36][C:37]1[CH:38]=[C:39](B(O)O)[CH:40]=[CH:41][CH:42]=1.C(=O)([O-])[O-].[Na+].[Na+], predict the reaction product. The product is: [CH2:1]([O:8][C:9]1[CH:10]=[C:11]2[C:16](=[CH:17][CH:18]=1)[C:15](=[O:19])[N:14]([CH2:20][CH:21]([CH3:22])[CH3:23])[C:13]([C:24]([O:26][CH3:27])=[O:25])=[C:12]2[C:41]1[CH:40]=[CH:39][CH:38]=[C:37]([F:36])[CH:42]=1)[C:2]1[CH:7]=[CH:6][CH:5]=[CH:4][CH:3]=1.